From a dataset of Reaction yield outcomes from USPTO patents with 853,638 reactions. Predict the reaction yield, written as a fraction of the theoretical maximum amount of product (1.0 means a 100% yield; for example, 0.34 means a 34% yield). (1) The reactants are [CH2:1]([C:3]1[S:28][C:6]2[N:7]([CH2:13][C:14]3[CH:19]=[CH:18][C:17]([C:20]4[C:21]([C:26]#[N:27])=[CH:22][CH:23]=[CH:24][CH:25]=4)=[CH:16][CH:15]=3)[C:8](=[O:12])[NH:9][C:10](=[O:11])[C:5]=2[CH:4]=1)[CH3:2].Br[CH2:30][C:31]([C:33]1[CH:38]=[CH:37][C:36]([O:39][CH3:40])=[C:35]([F:41])[CH:34]=1)=[O:32].[H-].[Na+].[Cl-].O[NH3+:46].[C:47](=[O:50])([O-])[OH:48].[Na+]. The catalyst is C(OCC)(=O)C.CS(C)=O.C(Cl)(Cl)Cl.CN(C)C=O. The product is [CH2:1]([C:3]1[S:28][C:6]2[N:7]([CH2:13][C:14]3[CH:19]=[CH:18][C:17]([C:20]4[CH:25]=[CH:24][CH:23]=[CH:22][C:21]=4[C:26]4[NH:46][C:47](=[O:50])[O:48][N:27]=4)=[CH:16][CH:15]=3)[C:8](=[O:12])[N:9]([CH2:30][C:31]([C:33]3[CH:38]=[CH:37][C:36]([O:39][CH3:40])=[C:35]([F:41])[CH:34]=3)=[O:32])[C:10](=[O:11])[C:5]=2[CH:4]=1)[CH3:2]. The yield is 0.290. (2) The reactants are [CH:1]([C:4]1[N:13]=[C:7]2[CH:8]=[C:9]([NH2:12])[CH:10]=[CH:11][N:6]2[N:5]=1)([CH3:3])[CH3:2].[CH2:14]([O:16][C:17]([C:19]1[CH:20]=[N:21][N:22]([CH3:27])[C:23]=1[C:24](O)=[O:25])=[O:18])[CH3:15].CCCP(=O)=O.C(N(C(C)C)CC)(C)C. The catalyst is O1CCCC1. The product is [CH:1]([C:4]1[N:13]=[C:7]2[CH:8]=[C:9]([NH:12][C:24]([C:23]3[N:22]([CH3:27])[N:21]=[CH:20][C:19]=3[C:17]([O:16][CH2:14][CH3:15])=[O:18])=[O:25])[CH:10]=[CH:11][N:6]2[N:5]=1)([CH3:3])[CH3:2]. The yield is 1.03. (3) The reactants are [F:1][C:2]1[CH:3]=[C:4]([N:9]2[CH2:13][CH2:12][CH2:11][CH:10]2[C:14]2[CH:15]=[C:16]([C:31](O)=[O:32])[CH:17]=[C:18]3[C:23]=2[O:22][C:21]([N:24]2[CH2:29][CH2:28][O:27][CH2:26][CH2:25]2)=[CH:20][C:19]3=[O:30])[CH:5]=[C:6]([F:8])[CH:7]=1.[NH:34]1[CH2:39][CH2:38][CH:37]([OH:40])[CH2:36][CH2:35]1. No catalyst specified. The product is [F:8][C:6]1[CH:5]=[C:4]([N:9]2[CH2:13][CH2:12][CH2:11][CH:10]2[C:14]2[CH:15]=[C:16]([C:31]([N:34]3[CH2:39][CH2:38][CH:37]([OH:40])[CH2:36][CH2:35]3)=[O:32])[CH:17]=[C:18]3[C:23]=2[O:22][C:21]([N:24]2[CH2:25][CH2:26][O:27][CH2:28][CH2:29]2)=[CH:20][C:19]3=[O:30])[CH:3]=[C:2]([F:1])[CH:7]=1. The yield is 0.660. (4) The reactants are [Cl:1][C:2]1[CH:8]=[CH:7][C:5]([NH2:6])=[CH:4][CH:3]=1.O=[C:10]([CH2:16][CH3:17])[CH2:11][C:12]([O:14][CH3:15])=[O:13]. The catalyst is O.C1(C)C=CC(S(O)(=O)=O)=CC=1.C1(C)C=CC=CC=1. The product is [Cl:1][C:2]1[CH:8]=[CH:7][C:5]([NH:6][C:10]([CH2:16][CH3:17])=[CH:11][C:12]([O:14][CH3:15])=[O:13])=[CH:4][CH:3]=1. The yield is 0.705. (5) The reactants are [NH2:1][C:2]1[CH:9]=[CH:8][C:5]([CH2:6][NH2:7])=[CH:4][CH:3]=1.[C:10](Cl)(=[O:19])[C:11]1[CH:16]=[CH:15][C:14]([O:17][CH3:18])=[CH:13][CH:12]=1. The catalyst is ClCCl. The product is [NH2:1][C:2]1[CH:9]=[CH:8][C:5]([CH2:6][NH:7][C:10](=[O:19])[C:11]2[CH:16]=[CH:15][C:14]([O:17][CH3:18])=[CH:13][CH:12]=2)=[CH:4][CH:3]=1. The yield is 1.00. (6) The reactants are Br[C:2]1[N:6]([S:7]([C:10]2[CH:15]=[CH:14][CH:13]=[C:12]([Cl:16])[CH:11]=2)(=[O:9])=[O:8])[CH:5]=[C:4]([CH2:17][N:18]([CH3:26])[C:19](=[O:25])[O:20][C:21]([CH3:24])([CH3:23])[CH3:22])[CH:3]=1.[S:27]1[CH:31]=[CH:30][C:29](B(O)O)=[CH:28]1.C(=O)([O-])[O-].[Na+].[Na+]. The catalyst is C1C=CC([P]([Pd]([P](C2C=CC=CC=2)(C2C=CC=CC=2)C2C=CC=CC=2)([P](C2C=CC=CC=2)(C2C=CC=CC=2)C2C=CC=CC=2)[P](C2C=CC=CC=2)(C2C=CC=CC=2)C2C=CC=CC=2)(C2C=CC=CC=2)C2C=CC=CC=2)=CC=1. The product is [Cl:16][C:12]1[CH:11]=[C:10]([S:7]([N:6]2[C:2]([C:29]3[CH:30]=[CH:31][S:27][CH:28]=3)=[CH:3][C:4]([CH2:17][N:18]([CH3:26])[C:19](=[O:25])[O:20][C:21]([CH3:24])([CH3:23])[CH3:22])=[CH:5]2)(=[O:9])=[O:8])[CH:15]=[CH:14][CH:13]=1. The yield is 0.710. (7) The reactants are [C:1]1([P:7]([CH2:15][CH:16]=O)([C:9]2[CH:14]=[CH:13][CH:12]=[CH:11][CH:10]=2)=[O:8])[CH:6]=[CH:5][CH:4]=[CH:3][CH:2]=1.Cl.[NH2:19][OH:20].[OH-].[Na+].Cl. The catalyst is C(O)C.O. The product is [C:1]1([P:7]([CH2:15]/[CH:16]=[N:19]\[OH:20])([C:9]2[CH:14]=[CH:13][CH:12]=[CH:11][CH:10]=2)=[O:8])[CH:6]=[CH:5][CH:4]=[CH:3][CH:2]=1. The yield is 0.980. (8) The reactants are [Br:1][C:2]1[C:3](F)=[C:4]2[C:10]([NH:11][C:12](=[O:21])[C:13]3[CH:18]=[C:17]([CH3:19])[CH:16]=[CH:15][C:14]=3[F:20])=[CH:9][NH:8][C:5]2=[N:6][CH:7]=1.[NH:23]1[CH2:28][CH2:27][CH2:26][C@@H:25]([NH:29][C:30](=[O:36])[O:31][C:32]([CH3:35])([CH3:34])[CH3:33])[CH2:24]1. The catalyst is CCCCO. The product is [Br:1][C:2]1[C:3]([N:23]2[CH2:28][CH2:27][CH2:26][C@@H:25]([NH:29][C:30](=[O:36])[O:31][C:32]([CH3:34])([CH3:33])[CH3:35])[CH2:24]2)=[C:4]2[C:10]([NH:11][C:12](=[O:21])[C:13]3[CH:18]=[C:17]([CH3:19])[CH:16]=[CH:15][C:14]=3[F:20])=[CH:9][NH:8][C:5]2=[N:6][CH:7]=1. The yield is 0.390.